This data is from Reaction yield outcomes from USPTO patents with 853,638 reactions. The task is: Predict the reaction yield, written as a fraction of the theoretical maximum amount of product (1.0 means a 100% yield; for example, 0.34 means a 34% yield). (1) The reactants are O[B:2]1[CH2:7][CH:6]=[CH:5][CH:4]([CH2:8][C:9]([O:11][C:12]([CH3:15])([CH3:14])[CH3:13])=[O:10])[O:3]1.C[C@@:17]1([OH:27])[C@H:22]([OH:23])[CH2:21][C@@H:20]2[CH2:24][C@H:18]1[C:19]2([CH3:26])[CH3:25].[CH2:28]1COCC1. No catalyst specified. The product is [OH:3][CH:4](/[CH:5]=[CH:6]\[CH2:7][B:2]1[O:23][C@:22]2([CH3:28])[C@@H:17]([C@@H:18]3[CH2:24][C@H:20]([CH2:21]2)[C:19]3([CH3:25])[CH3:26])[O:27]1)[CH2:8][C:9]([O:11][C:12]([CH3:15])([CH3:14])[CH3:13])=[O:10]. The yield is 0.599. (2) The reactants are [C:1](O[C:6](=O)[N:7]([CH2:9][C:10]1[CH:14]=[C:13]([C:15]2[CH:20]=[CH:19][CH:18]=[CH:17][CH:16]=2)[N:12]([S:21]([C:24]2[CH:25]=[N:26][C:27](Cl)=[C:28]([CH3:30])[CH:29]=2)(=[O:23])=[O:22])[CH:11]=1)C)(C)(C)C.NN.[C:35](=[O:38])([O-:37])O.[Na+].[C:40]([O:43]CC)(=[O:42])[CH3:41].Cl. The catalyst is O1CCCC1.C(O)C. The product is [C:40]([OH:43])(=[O:42])/[CH:41]=[CH:1]/[C:35]([OH:37])=[O:38].[CH3:6][NH:7][CH2:9][C:10]1[CH:14]=[C:13]([C:15]2[CH:16]=[CH:17][CH:18]=[CH:19][CH:20]=2)[N:12]([S:21]([C:24]2[CH:25]=[N:26][CH:27]=[C:28]([CH3:30])[CH:29]=2)(=[O:23])=[O:22])[CH:11]=1. The yield is 0.400. (3) The reactants are [Cl:1][C:2]1[CH:3]=[CH:4][C:5]([OH:10])=[C:6]([CH:9]=1)[CH:7]=O.[CH3:11][N:12]1[CH2:17][CH2:16][NH:15][CH2:14][CH2:13]1.[S:18]1[CH2:24][C:22](=[O:23])[NH:21][C:19]1=S. No catalyst specified. The product is [Cl:1][C:2]1[CH:3]=[CH:4][C:5]([OH:10])=[C:6](/[CH:7]=[C:24]2/[C:22](=[O:23])[N:21]=[C:19]([N:15]3[CH2:16][CH2:17][N:12]([CH3:11])[CH2:13][CH2:14]3)[S:18]/2)[CH:9]=1. The yield is 0.450. (4) The reactants are [CH3:1][N:2]1[C:6]([C:7]([OH:9])=O)=[CH:5][CH:4]=[N:3]1.C(Cl)(=O)C(Cl)=O.[NH2:16][C:17]1[CH:18]=[C:19]([CH:36]=[CH:37][C:38]=1[CH3:39])[O:20][C:21]1[CH:22]=[CH:23][C:24]2[N:25]([CH:27]=[C:28]([NH:30][C:31]([CH:33]3[CH2:35][CH2:34]3)=[O:32])[N:29]=2)[N:26]=1.C(=O)([O-])O.[Na+]. The catalyst is O1CCCC1.CN(C)C=O.CN(C)C(=O)C.C(OCC)(=O)C.O1CCCC1. The product is [CH:33]1([C:31]([NH:30][C:28]2[N:29]=[C:24]3[CH:23]=[CH:22][C:21]([O:20][C:19]4[CH:36]=[CH:37][C:38]([CH3:39])=[C:17]([NH:16][C:7]([C:6]5[N:2]([CH3:1])[N:3]=[CH:4][CH:5]=5)=[O:9])[CH:18]=4)=[N:26][N:25]3[CH:27]=2)=[O:32])[CH2:34][CH2:35]1. The yield is 0.830. (5) The reactants are [OH:1][C:2]1[CH:3]=[N:4][CH:5]=[C:6]([CH:11]=1)[C:7]([O:9][CH3:10])=[O:8].C(=O)([O-])[O-].[K+].[K+].[I-].[K+].[CH2:20]([CH:23]([C:27]1[CH:47]=[CH:46][C:30]([CH2:31][O:32][C:33]2[CH:38]=[CH:37][C:36]([C:39]3[N:40]=[C:41]([CH2:44]Cl)[S:42][CH:43]=3)=[CH:35][CH:34]=2)=[CH:29][CH:28]=1)[CH2:24][CH2:25][CH3:26])[CH2:21][CH3:22]. The catalyst is C(OCC)(=O)C.CN(C)C(=O)C. The product is [CH3:10][O:9][C:7](=[O:8])[C:6]1[CH:11]=[C:2]([O:1][CH2:44][C:41]2[S:42][CH:43]=[C:39]([C:36]3[CH:35]=[CH:34][C:33]([O:32][CH2:31][C:30]4[CH:46]=[CH:47][C:27]([CH:23]([CH2:24][CH2:25][CH3:26])[CH2:20][CH2:21][CH3:22])=[CH:28][CH:29]=4)=[CH:38][CH:37]=3)[N:40]=2)[CH:3]=[N:4][CH:5]=1. The yield is 0.590. (6) The reactants are [CH:1]([OH:3])=[O:2].C(OC(=O)C)(=O)C.O[CH2:12][C:13]1[CH:21]=[CH:20][C:16]([C:17]([OH:19])=[O:18])=[CH:15][CH:14]=1. The catalyst is O. The product is [CH:1]([O:3][CH2:12][C:13]1[CH:21]=[CH:20][C:16]([C:17]([OH:19])=[O:18])=[CH:15][CH:14]=1)=[O:2]. The yield is 0.910.